Dataset: Forward reaction prediction with 1.9M reactions from USPTO patents (1976-2016). Task: Predict the product of the given reaction. (1) Given the reactants [C:1]1([C:17]2[CH:22]=[CH:21][CH:20]=[CH:19][CH:18]=2)[CH:6]=[CH:5][CH:4]=[CH:3][C:2]=1[C:7]([N:9]1[CH2:16][CH:15]2[CH:11]([CH2:12][NH:13][CH2:14]2)[CH2:10]1)=[O:8].Cl[C:24]1[O:25][C:26]2[CH:32]=[CH:31][CH:30]=[CH:29][C:27]=2[N:28]=1, predict the reaction product. The product is: [O:25]1[C:26]2[CH:32]=[CH:31][CH:30]=[CH:29][C:27]=2[N:28]=[C:24]1[N:13]1[CH2:14][CH:15]2[CH2:16][N:9]([C:7]([C:2]3[CH:3]=[CH:4][CH:5]=[CH:6][C:1]=3[C:17]3[CH:22]=[CH:21][CH:20]=[CH:19][CH:18]=3)=[O:8])[CH2:10][CH:11]2[CH2:12]1. (2) Given the reactants [NH2:1][C@H:2]1[CH2:7][CH2:6][C@H:5]([C:8]([OH:10])=[O:9])[CH2:4][CH2:3]1.C(=O)([O-])[O-].[K+].[K+].[Cl:17][C:18]1[CH:23]=[C:22](Cl)[C:21]([N+:25]([O-:27])=[O:26])=[CH:20][N:19]=1.O1CCOCC1, predict the reaction product. The product is: [ClH:17].[Cl:17][C:18]1[CH:23]=[C:22]([NH:1][C@H:2]2[CH2:7][CH2:6][C@H:5]([C:8]([OH:10])=[O:9])[CH2:4][CH2:3]2)[C:21]([N+:25]([O-:27])=[O:26])=[CH:20][N:19]=1. (3) Given the reactants Br[C:2]1[CH:7]=[C:6]([F:8])[C:5]([OH:9])=[C:4]([F:10])[CH:3]=1.[B:11]1([B:11]2[O:15][C:14]([CH3:17])([CH3:16])[C:13]([CH3:19])([CH3:18])[O:12]2)[O:15][C:14]([CH3:17])([CH3:16])[C:13]([CH3:19])([CH3:18])[O:12]1.C([O-])(=O)C.[K+].N#N, predict the reaction product. The product is: [F:8][C:6]1[CH:7]=[C:2]([B:11]2[O:15][C:14]([CH3:17])([CH3:16])[C:13]([CH3:19])([CH3:18])[O:12]2)[CH:3]=[C:4]([F:10])[C:5]=1[OH:9]. (4) Given the reactants [C:1]([N:4]1[CH2:9][CH2:8][N:7]([C:10]2[CH:15]=[CH:14][C:13]([C:16](=[O:30])/[CH:17]=[CH:18]/[C:19]3[CH:24]=[CH:23][C:22](/[CH:25]=[CH:26]/[C:27]([OH:29])=O)=[CH:21][CH:20]=3)=[CH:12][CH:11]=2)[CH2:6][CH2:5]1)(=[O:3])[CH3:2].C1C=CC2[N:39]([OH:40])N=NC=2C=1.C(Cl)C[Cl:43].NOC1CCCCO1, predict the reaction product. The product is: [ClH:43].[C:1]([N:4]1[CH2:5][CH2:6][N:7]([C:10]2[CH:11]=[CH:12][C:13]([C:16](=[O:30])/[CH:17]=[CH:18]/[C:19]3[CH:20]=[CH:21][C:22](/[CH:25]=[CH:26]/[C:27]([NH:39][OH:40])=[O:29])=[CH:23][CH:24]=3)=[CH:14][CH:15]=2)[CH2:8][CH2:9]1)(=[O:3])[CH3:2]. (5) The product is: [C:4]([OH:5])(=[O:3])[CH3:6].[CH2:1]([O:3][C:4]([C:6]1[CH:7]=[N:8][NH:9][C:10]=1[N:11]1[C:15](=[O:16])[NH:14][C:13]([CH:17]([NH:18][C:19]2[CH:20]=[CH:21][C:22]([C:25](=[NH:26])[NH2:29])=[CH:23][CH:24]=2)[C:31]2[CH:40]=[C:39]([O:41][CH3:42])[C:34]3[O:35][CH2:36][CH2:37][O:38][C:33]=3[C:32]=2[F:43])=[N:12]1)=[O:5])[CH3:2]. Given the reactants [CH2:1]([O:3][C:4]([C:6]1[CH:7]=[N:8][NH:9][C:10]=1[N:11]1[C:15](=[O:16])[NH:14][C:13]([CH:17]([C:31]2[CH:40]=[C:39]([O:41][CH3:42])[C:34]3[O:35][CH2:36][CH2:37][O:38][C:33]=3[C:32]=2[F:43])[NH:18][C:19]2[CH:24]=[CH:23][C:22]([C:25]3[N:29]=C(C)O[N:26]=3)=[CH:21][CH:20]=2)=[N:12]1)=[O:5])[CH3:2].O.C(O)(=O)C, predict the reaction product. (6) Given the reactants [CH2:1]([O:8][C:9]([N:11]([CH3:33])[CH2:12][CH2:13][C:14]1[CH:19]=[CH:18][C:17]([C:20]2[O:21][C:22]3[C:28]([C:29]([O:31]C)=O)=[CH:27][CH:26]=[CH:25][C:23]=3[N:24]=2)=[CH:16][CH:15]=1)=[O:10])[C:2]1[CH:7]=[CH:6][CH:5]=[CH:4][CH:3]=1.[NH3:34], predict the reaction product. The product is: [C:29]([C:28]1[C:22]2[O:21][C:20]([C:17]3[CH:16]=[CH:15][C:14]([CH2:13][CH2:12][N:11]([CH3:33])[C:9](=[O:10])[O:8][CH2:1][C:2]4[CH:3]=[CH:4][CH:5]=[CH:6][CH:7]=4)=[CH:19][CH:18]=3)=[N:24][C:23]=2[CH:25]=[CH:26][CH:27]=1)(=[O:31])[NH2:34].